From a dataset of Reaction yield outcomes from USPTO patents with 853,638 reactions. Predict the reaction yield, written as a fraction of the theoretical maximum amount of product (1.0 means a 100% yield; for example, 0.34 means a 34% yield). (1) The reactants are [N:1]([C:4]1[CH:9]=[CH:8][C:7]([B:10]2[O:14][C:13]([CH3:16])([CH3:15])[C:12]([CH3:18])([CH3:17])[O:11]2)=[CH:6][CH:5]=1)=[C:2]=[O:3].[CH3:19][NH2:20].C1COCC1. The catalyst is C1COCC1. The product is [CH3:19][NH:20][C:2]([NH:1][C:4]1[CH:9]=[CH:8][C:7]([B:10]2[O:14][C:13]([CH3:16])([CH3:15])[C:12]([CH3:18])([CH3:17])[O:11]2)=[CH:6][CH:5]=1)=[O:3]. The yield is 0.900. (2) The reactants are CC[N:3]=C=NCCCN(C)C.[Cl:12][C:13]1[S:39][C:16]2[NH:17][C:18]([C:20]([NH:22][CH:23]3[CH2:32][C:31]4[C:26](=[CH:27][CH:28]=[CH:29][CH:30]=4)[N:25]([CH2:33][CH:34](O)CO)[C:24]3=[O:38])=[O:21])=[CH:19][C:15]=2[CH:14]=1.ClC1SC2NC(C(NC3CC4C(=CC=CC=4)N(C[C@@H](O)CO)C3=O)=O)=CC=2C=1. The catalyst is C(Cl)Cl. The product is [Cl:12][C:13]1[S:39][C:16]2[NH:17][C:18]([C:20]([NH:22][CH:23]3[CH2:32][C:31]4[C:26](=[CH:27][CH:28]=[CH:29][CH:30]=4)[N:25]([CH2:33][C:34]#[N:3])[C:24]3=[O:38])=[O:21])=[CH:19][C:15]=2[CH:14]=1. The yield is 0.210. (3) The reactants are [CH3:1][N:2]1[CH2:23][C:8]23[CH2:9][CH2:10][CH:11]4[CH:20]([CH:7]2[CH2:6][CH2:5][CH:4]3[CH:3]1[CH3:24])[CH2:19][CH:18]=[C:17]1[C:12]4([CH3:22])[CH2:13][CH2:14][CH:15]([OH:21])[CH2:16]1.CC(OI1(OC(C)=O)(OC(C)=O)OC(=O)C2C=CC=CC1=2)=O. The catalyst is ClCCl. The product is [CH3:1][N:2]1[CH2:23][C:8]23[CH2:9][CH2:10][CH:11]4[CH:20]([CH:7]2[CH2:6][CH2:5][CH:4]3[CH:3]1[CH3:24])[CH2:19][CH:18]=[C:17]1[C:12]4([CH3:22])[CH2:13][CH2:14][C:15](=[O:21])[CH2:16]1. The yield is 0.830.